This data is from Reaction yield outcomes from USPTO patents with 853,638 reactions. The task is: Predict the reaction yield, written as a fraction of the theoretical maximum amount of product (1.0 means a 100% yield; for example, 0.34 means a 34% yield). (1) The reactants are [Cl:1][C:2]1[CH:3]=[C:4]([C:10]2([C:28]([F:31])([F:30])[F:29])[O:14][N:13]=[C:12]([C:15]3[N:16]4[C:20]([C:21]([C:24]([O:26]C)=[O:25])=[CH:22][CH:23]=3)=[CH:19][CH:18]=[CH:17]4)[CH2:11]2)[CH:5]=[C:6]([Cl:9])[C:7]=1[Cl:8].[OH-].[Na+].Cl. The catalyst is O.C1COCC1. The product is [Cl:9][C:6]1[CH:5]=[C:4]([C:10]2([C:28]([F:30])([F:31])[F:29])[O:14][N:13]=[C:12]([C:15]3[N:16]4[C:20]([C:21]([C:24]([OH:26])=[O:25])=[CH:22][CH:23]=3)=[CH:19][CH:18]=[CH:17]4)[CH2:11]2)[CH:3]=[C:2]([Cl:1])[C:7]=1[Cl:8]. The yield is 0.350. (2) The yield is 0.830. The product is [F:10][C:8]1[CH:7]=[CH:6][C:5]([C:11]2[N:12]=[CH:13][CH:14]=[CH:15][N:16]=2)=[C:4]([CH:9]=1)[C:3]([OH:17])=[O:2]. The reactants are C[O:2][C:3](=[O:17])[C:4]1[CH:9]=[C:8]([F:10])[CH:7]=[CH:6][C:5]=1[C:11]1[N:16]=[CH:15][CH:14]=[CH:13][N:12]=1.[OH-].[Na+]. The catalyst is O. (3) The reactants are [Cl:1][C:2]1[CH:3]=[C:4]([NH:10][C@H:11]([C:19]([OH:21])=O)[CH2:12][C:13]2[CH:18]=[CH:17][CH:16]=[CH:15][CH:14]=2)[CH:5]=[CH:6][C:7]=1[C:8]#[N:9].[CH3:22][C:23]1(C)OC(=O)CC(=O)[O:24]1.S([O-])(O)(=O)=O.[K+]. The catalyst is CN(C1C=CN=CC=1)C.O1CCCC1. The product is [CH2:12]([CH:11]1[C:19]([OH:21])=[CH:22][C:23](=[O:24])[N:10]1[C:4]1[CH:5]=[CH:6][C:7]([C:8]#[N:9])=[C:2]([Cl:1])[CH:3]=1)[C:13]1[CH:14]=[CH:15][CH:16]=[CH:17][CH:18]=1. The yield is 0.650. (4) The reactants are [C:1]1([CH3:11])[CH:6]=[CH:5][C:4]([S:7](Cl)(=[O:9])=[O:8])=[CH:3][CH:2]=1.[CH3:12][O:13][CH2:14][CH2:15][O:16][CH2:17][CH2:18][O:19][CH2:20][CH2:21][OH:22].O.C(OCC)(=O)C. The catalyst is N1C=CC=CC=1. The product is [CH3:11][C:1]1[CH:6]=[CH:5][C:4]([S:7]([O:22][CH2:21][CH2:20][O:19][CH2:18][CH2:17][O:16][CH2:15][CH2:14][O:13][CH3:12])(=[O:9])=[O:8])=[CH:3][CH:2]=1. The yield is 0.790. (5) The reactants are F[C:2]1[CH:3]=[C:4]([CH3:11])[CH:5]=[CH:6][C:7]=1[N+:8]([O-:10])=[O:9].[CH3:12][C:13]1[CH:19]=[CH:18][C:16]([NH2:17])=[C:15]([O:20][CH2:21][CH2:22][CH3:23])[CH:14]=1.[NH2:24][C:25]1[S:26][CH:27]=[CH:28][N:29]=1.[CH2:30]([OH:33])CC. No catalyst specified. The product is [CH2:15]([O:20][C:2]1[CH:3]=[C:4]([CH3:11])[CH:5]=[CH:6][C:7]=1[N+:8]([O-:10])=[O:9])[CH2:14][CH3:13].[CH3:12][C:13]1[CH:19]=[CH:18][C:16]([NH:17][C:30]([NH:24][C:25]2[S:26][CH:27]=[CH:28][N:29]=2)=[O:33])=[C:15]([O:20][CH2:21][CH2:22][CH3:23])[CH:14]=1. The yield is 0.800.